From a dataset of Catalyst prediction with 721,799 reactions and 888 catalyst types from USPTO. Predict which catalyst facilitates the given reaction. (1) Reactant: C([O:8][C:9]1[CH:10]=[CH:11][C:12]2[C:13]3[N:21]([CH2:22][CH:23]4[CH2:28][CH2:27][O:26][CH2:25][CH2:24]4)[C:20]([CH2:29][CH3:30])=[N:19][C:14]=3[CH:15]=[N:16][C:17]=2[CH:18]=1)C1C=CC=CC=1.C(#N)C. Product: [CH2:29]([C:20]1[N:21]([CH2:22][CH:23]2[CH2:28][CH2:27][O:26][CH2:25][CH2:24]2)[C:13]2[C:12]3[CH:11]=[CH:10][C:9]([OH:8])=[CH:18][C:17]=3[N:16]=[CH:15][C:14]=2[N:19]=1)[CH3:30]. The catalyst class is: 43. (2) Reactant: [NH2:1][C:2](=[N:14][OH:15])[C:3]1[CH:12]=[CH:11][C:6]([C:7]([O:9][CH3:10])=[O:8])=[C:5]([F:13])[CH:4]=1.[CH3:16][N:17]([CH3:30])[C:18]1[CH:26]=[CH:25][C:21]([C:22](O)=O)=[CH:20][C:19]=1[N+:27]([O-:29])=[O:28]. Product: [CH3:30][N:17]([CH3:16])[C:18]1[CH:26]=[CH:25][C:21]([C:22]2[O:15][N:14]=[C:2]([C:3]3[CH:12]=[CH:11][C:6]([C:7]([O:9][CH3:10])=[O:8])=[C:5]([F:13])[CH:4]=3)[N:1]=2)=[CH:20][C:19]=1[N+:27]([O-:29])=[O:28]. The catalyst class is: 5. (3) Reactant: C(OC([NH:8][C:9]1[CH2:10][C:11]([C:33](=[O:49])[N:34]([CH2:38][CH2:39][CH2:40][O:41][Si](C(C)(C)C)(C)C)[CH2:35][CH2:36][CH3:37])=[CH:12][C:13]2[CH:19]=[CH:18][C:17]([C:20]3[CH:25]=[CH:24][C:23]([CH2:26][C:27]([O:29][CH2:30][CH2:31][F:32])=[O:28])=[CH:22][CH:21]=3)=[CH:16][C:14]=2[N:15]=1)=O)(C)(C)C. Product: [NH2:8][C:9]1[CH2:10][C:11]([C:33](=[O:49])[N:34]([CH2:38][CH2:39][CH2:40][OH:41])[CH2:35][CH2:36][CH3:37])=[CH:12][C:13]2[CH:19]=[CH:18][C:17]([C:20]3[CH:25]=[CH:24][C:23]([CH2:26][C:27]([O:29][CH2:30][CH2:31][F:32])=[O:28])=[CH:22][CH:21]=3)=[CH:16][C:14]=2[N:15]=1. The catalyst class is: 620. (4) Reactant: [SH:1][C:2]1[S:3][CH:4]=[C:5]([CH2:7][CH2:8][CH2:9][N:10]2[C:14](=[O:15])[C:13]3=[CH:16][CH:17]=[CH:18][CH:19]=[C:12]3[C:11]2=[O:20])[N:6]=1.C(=O)([O-])[O-].[K+].[K+].[C:27]([O:31][C:32](=[O:37])[C:33](Br)([CH3:35])[CH3:34])([CH3:30])([CH3:29])[CH3:28]. Product: [C:27]([O:31][C:32](=[O:37])[C:33]([CH3:35])([S:1][C:2]1[S:3][CH:4]=[C:5]([CH2:7][CH2:8][CH2:9][N:10]2[C:11](=[O:20])[C:12]3=[CH:19][CH:18]=[CH:17][CH:16]=[C:13]3[C:14]2=[O:15])[N:6]=1)[CH3:34])([CH3:30])([CH3:29])[CH3:28]. The catalyst class is: 9. (5) Product: [Cl:12][C:3]1[C:2]([F:1])=[CH:11][CH:10]=[C:9]2[C:4]=1[CH:5]=[CH:6][N:7]=[CH:8]2. Reactant: [F:1][C:2]1[CH:3]=[C:4]2[C:9](=[CH:10][CH:11]=1)[CH:8]=[N:7][CH:6]=[CH:5]2.[Cl:12]N1C(=O)CCC1=O.[OH-].[Na+]. The catalyst class is: 65. (6) Reactant: [Cl:1][C:2]1[CH:7]=[CH:6][C:5]([NH:8][C:9]([C:11]2[CH:21]=[CH:20][C:14]([C:15](=[NH:19])OCC)=[CH:13][CH:12]=2)=[O:10])=[CH:4][C:3]=1[C:22]1[CH:27]=[CH:26][CH:25]=[CH:24][N:23]=1.[O:28]1[CH2:32][CH2:31][CH2:30][CH:29]1[CH2:33][NH2:34]. Product: [Cl:1][C:2]1[CH:7]=[CH:6][C:5]([NH:8][C:9](=[O:10])[C:11]2[CH:12]=[CH:13][C:14]([C:15](=[NH:19])[NH:34][CH2:33][CH:29]3[CH2:30][CH2:31][CH2:32][O:28]3)=[CH:20][CH:21]=2)=[CH:4][C:3]=1[C:22]1[CH:27]=[CH:26][CH:25]=[CH:24][N:23]=1. The catalyst class is: 5.